This data is from Catalyst prediction with 721,799 reactions and 888 catalyst types from USPTO. The task is: Predict which catalyst facilitates the given reaction. (1) Product: [Cl:1][C:2]1[CH:11]=[C:10]2[C:5]([C:6]([NH:12][CH2:13][CH2:14][C:15]([NH:58][CH2:59][C@@H:60]3[O:64][C:63](=[O:65])[N:62]([C:66]4[CH:71]=[CH:70][C:69]([N:72]5[CH2:73][CH2:74][O:75][CH2:76][CH2:77]5)=[C:68]([F:78])[CH:67]=4)[CH2:61]3)=[O:17])=[CH:7][CH:8]=[N:9]2)=[CH:4][CH:3]=1. Reactant: [Cl:1][C:2]1[CH:11]=[C:10]2[C:5]([C:6]([NH:12][CH2:13][CH2:14][C:15]([OH:17])=O)=[CH:7][CH:8]=[N:9]2)=[CH:4][CH:3]=1.C1CN([P+](ON2N=NC3C=CC=CC2=3)(N2CCCC2)N2CCCC2)CC1.F[P-](F)(F)(F)(F)F.CN1CCOCC1.[NH2:58][CH2:59][CH:60]1[O:64][C:63](=[O:65])[N:62]([C:66]2[CH:71]=[CH:70][C:69]([N:72]3[CH2:77][CH2:76][O:75][CH2:74][CH2:73]3)=[C:68]([F:78])[CH:67]=2)[CH2:61]1. The catalyst class is: 479. (2) Reactant: [CH3:1][C:2]1[N:3]([CH2:15][CH2:16][C:17]([N:19]2[CH2:24][CH2:23][O:22][CH2:21][CH2:20]2)=[O:18])[C:4]2[C:13]3[CH:12]=[CH:11][CH:10]=[CH:9][C:8]=3[N:7]=[CH:6][C:5]=2[N:14]=1.C1C=C(Cl)C=C(C(OO)=O)C=1.[OH-].[NH4+:37].C1(C)C=CC(S(Cl)(=O)=O)=CC=1. Product: [CH3:1][C:2]1[N:3]([CH2:15][CH2:16][C:17]([N:19]2[CH2:20][CH2:21][O:22][CH2:23][CH2:24]2)=[O:18])[C:4]2[C:13]3[CH:12]=[CH:11][CH:10]=[CH:9][C:8]=3[N:7]=[C:6]([NH2:37])[C:5]=2[N:14]=1. The catalyst class is: 6. (3) Reactant: [CH2:1]([O:4][C:5]1[CH:10]=[CH:9][C:8]([C:11]2[CH:15]=[C:14]([CH2:16][C:17]([O:19][CH2:20][CH3:21])=[O:18])[O:13][N:12]=2)=[C:7]([C:22]([F:25])([F:24])[F:23])[CH:6]=1)[CH2:2][CH3:3].C1C(=O)N([Br:33])C(=O)C1.CC(N=NC(C#N)(C)C)(C#N)C. Product: [Br:33][CH:16]([C:14]1[O:13][N:12]=[C:11]([C:8]2[CH:9]=[CH:10][C:5]([O:4][CH2:1][CH2:2][CH3:3])=[CH:6][C:7]=2[C:22]([F:24])([F:25])[F:23])[CH:15]=1)[C:17]([O:19][CH2:20][CH3:21])=[O:18]. The catalyst class is: 53. (4) Reactant: [CH2:1]([O:8][C:9]1[CH:14]=[C:13]([O:15][CH2:16][C:17](=[O:25])[O:18][CH2:19][CH2:20][Si:21]([CH3:24])([CH3:23])[CH3:22])[CH:12]=[CH:11][C:10]=1[N:26]([S:32]([NH:35]C(OC(C)(C)C)=O)(=[O:34])=[O:33])[CH2:27][C:28]([O:30]C)=[O:29])[C:2]1[CH:7]=[CH:6][CH:5]=[CH:4][CH:3]=1. Product: [NH2:35][S:32]([N:26]([C:10]1[CH:11]=[CH:12][C:13]([O:15][CH2:16][C:17](=[O:25])[O:18][CH2:19][CH2:20][Si:21]([CH3:24])([CH3:23])[CH3:22])=[CH:14][C:9]=1[O:8][CH2:1][C:2]1[CH:3]=[CH:4][CH:5]=[CH:6][CH:7]=1)[CH2:27][C:28]([OH:30])=[O:29])(=[O:33])=[O:34]. The catalyst class is: 137. (5) Reactant: C([Li])CCC.I[C:7]1[C:15]2[CH:14]=[N:13][CH:12]=[N:11][C:10]=2[N:9]([CH:16]([CH3:18])[CH3:17])[CH:8]=1.[Br:19][C:20]1[CH:25]=[CH:24][N:23]=[C:22]([C:26](N(OC)C)=[O:27])[CH:21]=1.[NH4+].[Cl-]. Product: [Br:19][C:20]1[CH:25]=[CH:24][N:23]=[C:22]([C:26]([C:7]2[C:15]3[CH:14]=[N:13][CH:12]=[N:11][C:10]=3[N:9]([CH:16]([CH3:18])[CH3:17])[CH:8]=2)=[O:27])[CH:21]=1. The catalyst class is: 27. (6) Reactant: Br[C:2]1[CH:7]=[CH:6][N:5]=[C:4]([C:8]2[N:12]=[C:11]([C:13]3[S:14][CH:15]=[CH:16][N:17]=3)[N:10]([CH2:18][C:19]3[CH:24]=[CH:23][CH:22]=[CH:21][C:20]=3[F:25])[N:9]=2)[CH:3]=1.[Cu][C:27]#[N:28].C(O)C[OH:31].O1CCOCC1. Product: [F:25][C:20]1[CH:21]=[CH:22][CH:23]=[CH:24][C:19]=1[CH2:18][N:10]1[C:11]([C:13]2[S:14][CH:15]=[CH:16][N:17]=2)=[N:12][C:8]([C:4]2[CH:3]=[C:2]([CH:7]=[CH:6][N:5]=2)[C:27]([NH2:28])=[O:31])=[N:9]1. The catalyst class is: 170. (7) Reactant: [CH2:1]([N:8]1[C:12]([CH2:13][OH:14])=[C:11]([Cl:15])[N:10]=[C:9]1[C:16]1[CH:21]=[CH:20][C:19]([N+:22]([O-])=O)=[CH:18][CH:17]=1)[C:2]1[CH:7]=[CH:6][CH:5]=[CH:4][CH:3]=1.Cl. Product: [ClH:15].[NH2:22][C:19]1[CH:18]=[CH:17][C:16]([C:9]2[N:8]([CH2:1][C:2]3[CH:3]=[CH:4][CH:5]=[CH:6][CH:7]=3)[C:12]([CH2:13][OH:14])=[C:11]([Cl:15])[N:10]=2)=[CH:21][CH:20]=1. The catalyst class is: 386.